Predict the reactants needed to synthesize the given product. From a dataset of Full USPTO retrosynthesis dataset with 1.9M reactions from patents (1976-2016). (1) The reactants are: [CH2:1]1[C:9]2[C:4](=[CH:5][C:6]([CH2:10][OH:11])=[CH:7][CH:8]=2)[CH2:3][NH:2]1.C(N(CC)CC)C.Cl[C:20]([O:22][CH2:23][C:24]1[CH:29]=[CH:28][CH:27]=[CH:26][CH:25]=1)=[O:21]. Given the product [CH2:23]([O:22][C:20]([N:2]1[CH2:3][C:4]2[C:9](=[CH:8][CH:7]=[C:6]([CH2:10][OH:11])[CH:5]=2)[CH2:1]1)=[O:21])[C:24]1[CH:29]=[CH:28][CH:27]=[CH:26][CH:25]=1, predict the reactants needed to synthesize it. (2) Given the product [NH2:1][C:2]1[N:6]([C@@H:7]2[CH2:12][CH2:11][CH2:10][N:9]([C:13]([O:15][C:16]([CH3:19])([CH3:17])[CH3:18])=[O:14])[CH2:8]2)[N:5]=[C:4]([C:20]2[CH:21]=[CH:22][C:23]([O:26][CH2:27][C:28]3[CH:29]=[CH:30][CH:31]=[CH:32][CH:33]=3)=[CH:24][CH:25]=2)[C:3]=1[C:34](=[O:40])[NH2:35], predict the reactants needed to synthesize it. The reactants are: [NH2:1][C:2]1[N:6]([C@@H:7]2[CH2:12][CH2:11][CH2:10][N:9]([C:13]([O:15][C:16]([CH3:19])([CH3:18])[CH3:17])=[O:14])[CH2:8]2)[N:5]=[C:4]([C:20]2[CH:25]=[CH:24][C:23]([O:26][CH2:27][C:28]3[CH:33]=[CH:32][CH:31]=[CH:30][CH:29]=3)=[CH:22][CH:21]=2)[C:3]=1[C:34]#[N:35].OO.CS(C)=[O:40].[OH-].[Na+]. (3) Given the product [NH2:1][C:2]1[C:10]([N+:11]([O-:13])=[O:12])=[CH:9][CH:8]=[CH:7][C:3]=1[C:4]([O:6][CH3:19])=[O:5], predict the reactants needed to synthesize it. The reactants are: [NH2:1][C:2]1[C:10]([N+:11]([O-:13])=[O:12])=[CH:9][CH:8]=[CH:7][C:3]=1[C:4]([OH:6])=[O:5].OS(O)(=O)=O.[CH3:19]O. (4) Given the product [C:21]([OH:28])(=[O:31])[CH3:22].[CH3:1][C:2]1([C:17]2[CH:18]=[C:19]([NH:23][S:27]([CH2:24][CH2:25][CH3:26])(=[O:29])=[O:28])[CH:20]=[CH:21][CH:22]=2)[CH:3]2[CH:7]1[CH2:6][N:5]([CH2:8][CH2:9][CH2:10][C:11]1[CH:16]=[CH:15][CH:14]=[CH:13][CH:12]=1)[CH2:4]2, predict the reactants needed to synthesize it. The reactants are: [CH3:1][C:2]1([C:17]2[CH:18]=[C:19]([NH2:23])[CH:20]=[CH:21][CH:22]=2)[CH:7]2[CH:3]1[CH2:4][N:5]([CH2:8][CH2:9][CH2:10][C:11]1[CH:16]=[CH:15][CH:14]=[CH:13][CH:12]=1)[CH2:6]2.[CH2:24]([S:27](Cl)(=[O:29])=[O:28])[CH2:25][CH3:26].[OH2:31].ClCCl.